This data is from Full USPTO retrosynthesis dataset with 1.9M reactions from patents (1976-2016). The task is: Predict the reactants needed to synthesize the given product. (1) Given the product [CH:6]1([CH2:5][CH:4]([C:11]2[CH:16]=[CH:15][C:14]([C:17]#[C:18][C:19]3([OH:25])[CH2:20][CH2:21][CH2:22][CH2:23][CH2:24]3)=[CH:13][CH:12]=2)[C:3]([OH:26])=[O:2])[CH2:7][CH2:8][CH2:9][CH2:10]1, predict the reactants needed to synthesize it. The reactants are: C[O:2][C:3](=[O:26])[CH:4]([C:11]1[CH:16]=[CH:15][C:14]([C:17]#[C:18][C:19]2([OH:25])[CH2:24][CH2:23][CH2:22][CH2:21][CH2:20]2)=[CH:13][CH:12]=1)[CH2:5][CH:6]1[CH2:10][CH2:9][CH2:8][CH2:7]1.[OH-].[Li+]. (2) Given the product [N:12]1[CH:13]=[CH:14][CH:15]=[C:10]([CH2:9][NH:8][C:7]([CH:6]2[S:5][C:4]([C:17]3[CH:21]=[CH:20][N:19]([CH2:22][CH2:23][NH:29][C:30]4[CH:35]=[CH:34][CH:33]=[CH:32][CH:31]=4)[N:18]=3)=[N:3][C:2]2([CH3:36])[CH3:1])=[O:16])[CH:11]=1, predict the reactants needed to synthesize it. The reactants are: [CH3:1][C:2]1[N:3]=[C:4]([C:17]2[CH:21]=[CH:20][N:19]([CH2:22][CH2:23]OS(C)(=O)=O)[N:18]=2)[S:5][C:6]=1[C:7](=[O:16])[NH:8][CH2:9][C:10]1[CH:11]=[N:12][CH:13]=[CH:14][CH:15]=1.[NH2:29][C:30]1[CH:35]=[CH:34][CH:33]=[CH:32][CH:31]=1.[CH2:36](Cl)Cl. (3) The reactants are: [C:1](#[N:5])[CH2:2][C:3]#[N:4].[N-:6]=[N+:7]=[N-:8].[Na+].[Cl-].[NH4+].C(N(CC)CC)C.[C:19](Cl)([C:32]1[CH:37]=[CH:36][CH:35]=[CH:34][CH:33]=1)([C:26]1[CH:31]=[CH:30][CH:29]=[CH:28][CH:27]=1)[C:20]1[CH:25]=[CH:24][CH:23]=[CH:22][CH:21]=1. Given the product [C:19]([N:8]1[N:7]=[N:6][C:3]([CH2:2][C:1]#[N:5])=[N:4]1)([C:20]1[CH:25]=[CH:24][CH:23]=[CH:22][CH:21]=1)([C:32]1[CH:33]=[CH:34][CH:35]=[CH:36][CH:37]=1)[C:26]1[CH:27]=[CH:28][CH:29]=[CH:30][CH:31]=1, predict the reactants needed to synthesize it. (4) Given the product [CH2:15]([NH:14][C:4]1[N:3]=[C:2]([NH:23][C@H:24]([CH2:27][CH3:28])[CH2:25][OH:26])[N:10]=[C:9]2[C:5]=1[N:6]=[CH:7][N:8]2[CH2:11][CH2:12][CH3:13])[CH2:16][C:17]1[CH:22]=[CH:21][CH:20]=[CH:19][CH:18]=1, predict the reactants needed to synthesize it. The reactants are: Cl[C:2]1[N:10]=[C:9]2[C:5]([N:6]=[CH:7][N:8]2[CH2:11][CH2:12][CH3:13])=[C:4]([NH:14][CH2:15][CH2:16][C:17]2[CH:22]=[CH:21][CH:20]=[CH:19][CH:18]=2)[N:3]=1.[NH2:23][C@H:24]([CH2:27][CH3:28])[CH2:25][OH:26].CCOCC. (5) The reactants are: Cl.[NH2:2][NH2:3].C(N(CC)CC)C.FC1C([O:18][C:19](=O)[C:20]2[CH:25]=[CH:24][C:23]([F:26])=[C:22]([F:27])[C:21]=2[NH:28][C:29]2[CH:34]=[CH:33][C:32]([CH2:35][CH3:36])=[CH:31][C:30]=2[F:37])=C(F)C(F)=C(F)C=1F. Given the product [CH2:35]([C:32]1[CH:33]=[CH:34][C:29]([NH:28][C:21]2[C:22]([F:27])=[C:23]([F:26])[CH:24]=[CH:25][C:20]=2[C:19]([NH:2][NH2:3])=[O:18])=[C:30]([F:37])[CH:31]=1)[CH3:36], predict the reactants needed to synthesize it.